From a dataset of NCI-60 drug combinations with 297,098 pairs across 59 cell lines. Regression. Given two drug SMILES strings and cell line genomic features, predict the synergy score measuring deviation from expected non-interaction effect. Synergy scores: CSS=-12.0, Synergy_ZIP=-5.43, Synergy_Bliss=-21.1, Synergy_Loewe=-58.1, Synergy_HSA=-26.9. Cell line: HOP-92. Drug 2: CCC1(C2=C(COC1=O)C(=O)N3CC4=CC5=C(C=CC(=C5CN(C)C)O)N=C4C3=C2)O.Cl. Drug 1: CC1=C(C(=O)C2=C(C1=O)N3CC4C(C3(C2COC(=O)N)OC)N4)N.